This data is from Reaction yield outcomes from USPTO patents with 853,638 reactions. The task is: Predict the reaction yield, written as a fraction of the theoretical maximum amount of product (1.0 means a 100% yield; for example, 0.34 means a 34% yield). The catalyst is O. The reactants are [Cl:1][C:2](=[CH2:10])[C:3]([CH3:9])([CH3:8])[C:4]([O:6]C)=[O:5].[OH-].[Na+]. The product is [Cl:1][C:2](=[CH2:10])[C:3]([CH3:9])([CH3:8])[C:4]([OH:6])=[O:5]. The yield is 0.440.